From a dataset of Catalyst prediction with 721,799 reactions and 888 catalyst types from USPTO. Predict which catalyst facilitates the given reaction. (1) Reactant: [Cl:1][C:2]1[CH:16]=[CH:15][C:5]([CH2:6][C:7]2[S:11][C:10]([C:12]#[N:13])=[CH:9][C:8]=2I)=[CH:4][CH:3]=1.[CH3:17][C:18]1[C:27]2[C:22](=[CH:23][CH:24]=[CH:25][CH:26]=2)[C:21](B(O)O)=[CH:20][CH:19]=1.[F-].[K+]. Product: [Cl:1][C:2]1[CH:16]=[CH:15][C:5]([CH2:6][C:7]2[S:11][C:10]([C:12]#[N:13])=[CH:9][C:8]=2[C:21]2[C:22]3[C:27](=[CH:26][CH:25]=[CH:24][CH:23]=3)[C:18]([CH3:17])=[CH:19][CH:20]=2)=[CH:4][CH:3]=1. The catalyst class is: 110. (2) Reactant: [NH2:1][C:2]1[CH:3]=[CH:4][C:5]([Cl:10])=[C:6]([CH2:8][OH:9])[CH:7]=1.[C:11](=[O:14])([O-])[O-:12].[Na+].[Na+]. Product: [Cl:10][C:5]1[CH:4]=[CH:3][C:2]([NH:1][C:11](=[O:14])[O:12][C:6]([CH3:8])([CH3:7])[CH3:5])=[CH:7][C:6]=1[CH2:8][OH:9]. The catalyst class is: 38. (3) The catalyst class is: 8. Product: [NH2:17][C:16]1[N:8]([C:4]2[CH:5]=[CH:6][CH:7]=[C:2]([F:1])[CH:3]=2)[C:9](=[S:10])[NH:11][C:19](=[O:20])[CH:18]=1. Reactant: [F:1][C:2]1[CH:3]=[C:4]([NH:8][C:9]([NH2:11])=[S:10])[CH:5]=[CH:6][CH:7]=1.[O-]CC.[Na+].[C:16]([CH2:18][C:19](OCC)=[O:20])#[N:17]. (4) Reactant: C[O:2][C:3]([C:5]1[CH:6]=[C:7]([F:14])[CH:8]=[C:9]2[S:13][CH:12]=[N:11][C:10]=12)=[O:4].[OH-].[Li+]. Product: [F:14][C:7]1[CH:8]=[C:9]2[S:13][CH:12]=[N:11][C:10]2=[C:5]([C:3]([OH:4])=[O:2])[CH:6]=1. The catalyst class is: 7.